Dataset: Catalyst prediction with 721,799 reactions and 888 catalyst types from USPTO. Task: Predict which catalyst facilitates the given reaction. (1) The catalyst class is: 172. Product: [N+:17]([O:20][C@@H:21]([CH2:37][O:38][N+:39]([O-:41])=[O:40])[CH2:22][CH2:23][CH2:24][C:25]([O:16][C@H:15]1[CH2:14][O:13][C@@H:12]2[C@@H:8]([O:7][CH:2]3[CH2:3][CH2:4][CH2:5][CH2:6][O:1]3)[CH2:9][O:10][C@H:11]12)=[O:26])([O-:19])=[O:18]. Reactant: [O:1]1[CH2:6][CH2:5][CH2:4][CH2:3][CH:2]1[O:7][CH:8]1[CH:12]2[O:13][CH2:14][CH:15]([OH:16])[CH:11]2[O:10][CH2:9]1.[N+:17]([O:20][C@@H:21]([CH2:37][O:38][N+:39]([O-:41])=[O:40])[CH2:22][CH2:23][CH2:24][C:25](O[C@@H]1CO[C@@H]2[C@H](O)CO[C@H]12)=[O:26])([O-:19])=[O:18].CCN=C=NCCCN(C)C. (2) Reactant: Cl.[Cl:2][C:3]1[CH:21]=[CH:20][CH:19]=[CH:18][C:4]=1[CH:5]([O:13][CH:14]1[CH2:17][NH:16][CH2:15]1)[C:6]1[CH:11]=[CH:10][CH:9]=[CH:8][C:7]=1[Cl:12].[C:22]([N:26]=[C:27]=[O:28])([CH3:25])([CH3:24])[CH3:23].C(N(CC)CC)C. Product: [Cl:12][C:7]1[CH:8]=[CH:9][CH:10]=[CH:11][C:6]=1[CH:5]([O:13][CH:14]1[CH2:17][N:16]([C:27]([NH:26][C:22]([CH3:25])([CH3:24])[CH3:23])=[O:28])[CH2:15]1)[C:4]1[CH:18]=[CH:19][CH:20]=[CH:21][C:3]=1[Cl:2]. The catalyst class is: 4. (3) Reactant: [I:1][C:2]1[CH:3]=[CH:4][C:5]2[O:9][CH2:8][C:7](=[O:10])[C:6]=2[CH:11]=1.[OH:12][C:13]1[CH:20]=[CH:19][C:16]([CH:17]=O)=[CH:15][CH:14]=1.[Al]. Product: [OH:12][C:13]1[CH:20]=[CH:19][C:16](/[CH:17]=[C:8]2\[O:9][C:5]3[CH:4]=[CH:3][C:2]([I:1])=[CH:11][C:6]=3[C:7]\2=[O:10])=[CH:15][CH:14]=1. The catalyst class is: 22. (4) Product: [ClH:26].[OH:1][C:2]1[CH:3]=[C:4]([C:8]2[N:9]=[C:10]3[C:15](=[N:16][C:17]=2[C:18]2[CH:23]=[CH:22][CH:21]=[C:20]([OH:24])[CH:19]=2)[N:14]=[CH:13][N:12]=[C:11]3[NH2:25])[CH:5]=[CH:6][CH:7]=1. Reactant: [OH:1][C:2]1[CH:3]=[C:4]([C:8]2[N:9]=[C:10]3[C:15](=[N:16][C:17]=2[C:18]2[CH:23]=[CH:22][CH:21]=[C:20]([OH:24])[CH:19]=2)[N:14]=[CH:13][N:12]=[C:11]3[NH2:25])[CH:5]=[CH:6][CH:7]=1.[ClH:26].C(OCC)C. The catalyst class is: 5. (5) Reactant: [F:1][C:2]1[CH:7]=[CH:6][C:5]([C:8]2[CH:22]=[CH:21][C:11]3[N:12]=[C:13]([CH2:15][C:16]([O:18]CC)=O)[S:14][C:10]=3[CH:9]=2)=[CH:4][CH:3]=1.[OH-].[Na+].Cl.[CH3:26][C:27]1[O:31][C:30]([CH2:32][NH2:33])=[N:29][N:28]=1.C1CN([P+](ON2N=NC3C=CC=CC2=3)(N2CCCC2)N2CCCC2)CC1.F[P-](F)(F)(F)(F)F. Product: [F:1][C:2]1[CH:3]=[CH:4][C:5]([C:8]2[CH:22]=[CH:21][C:11]3[N:12]=[C:13]([CH2:15][C:16]([NH:33][CH2:32][C:30]4[O:31][C:27]([CH3:26])=[N:28][N:29]=4)=[O:18])[S:14][C:10]=3[CH:9]=2)=[CH:6][CH:7]=1. The catalyst class is: 20. (6) Reactant: [N+:1]([C:4]1[CH:11]=[CH:10][CH:9]=[CH:8][C:5]=1[CH:6]=[O:7])([O-:3])=[O:2].C(O[CH2:16][CH:17]=[CH2:18])(=O)C.O.CCN(CC)CC.CC1C(C)=C(C)C(C)=C(C)C=1C. Product: [N+:1]([C:4]1[CH:11]=[CH:10][CH:9]=[CH:8][C:5]=1[CH:6]([OH:7])[CH2:18][CH:17]=[CH2:16])([O-:3])=[O:2]. The catalyst class is: 12. (7) Reactant: [NH2:1][CH2:2][CH2:3][CH2:4][NH:5][C:6]1[S:7][C:8]([CH:11]=[O:12])=[CH:9][N:10]=1.[CH3:13][C@H:14]([NH:18][C:19]([O:21][C:22]([CH3:25])([CH3:24])[CH3:23])=[O:20])[C:15](O)=[O:16].ON1C2N=CC=CC=2N=N1.CN1CCOCC1.C(Cl)CCl. Product: [CH:11]([C:8]1[S:7][C:6]([NH:5][CH2:4][CH2:3][CH2:2][NH:1][C:15](=[O:16])[C@@H:14]([NH:18][C:19](=[O:20])[O:21][C:22]([CH3:24])([CH3:23])[CH3:25])[CH3:13])=[N:10][CH:9]=1)=[O:12]. The catalyst class is: 2. (8) Reactant: ClC1C=CC=C(C(OO)=[O:9])C=1.[NH:12]1[C:16]2=[N:17][CH:18]=[CH:19][CH:20]=[C:15]2[CH:14]=[CH:13]1. Product: [NH+:12]1([O-:9])[C:16]2=[N:17][CH:18]=[CH:19][CH:20]=[C:15]2[CH:14]=[CH:13]1. The catalyst class is: 4. (9) Reactant: [C:1]1([CH2:7][CH2:8]/[CH:9]=[C:10]2\[CH2:11][CH2:12][C:13]3[CH:17]=[C:16]([C:18]([O:20][CH2:21][CH3:22])=[O:19])[NH:15][C:14]\2=3)[CH:6]=[CH:5][CH:4]=[CH:3][CH:2]=1. Product: [C:1]1([CH2:7][CH2:8][CH2:9][CH:10]2[C:14]3[NH:15][C:16]([C:18]([O:20][CH2:21][CH3:22])=[O:19])=[CH:17][C:13]=3[CH2:12][CH2:11]2)[CH:6]=[CH:5][CH:4]=[CH:3][CH:2]=1. The catalyst class is: 45. (10) Reactant: CN(C(ON1N=N[C:11]2[CH:12]=[CH:13][CH:14]=N[C:10]1=2)=[N+](C)C)C.F[P-](F)(F)(F)(F)F.C[N:26]1[CH2:31]CO[CH2:28][CH2:27]1.C[N:33]([CH:35]=O)C. Product: [CH2:12]1[CH2:13][CH2:14][CH:35]([N:33]=[C:31]=[N:26][CH:27]2[CH2:28][CH2:13][CH2:12][CH2:11][CH2:10]2)[CH2:10][CH2:11]1. The catalyst class is: 47.